This data is from Reaction yield outcomes from USPTO patents with 853,638 reactions. The task is: Predict the reaction yield, written as a fraction of the theoretical maximum amount of product (1.0 means a 100% yield; for example, 0.34 means a 34% yield). (1) The reactants are [F:1][C:2]1[CH:13]=[CH:12][C:5]([O:6][C:7]([CH3:11])([CH3:10])[CH2:8][OH:9])=[CH:4][CH:3]=1.[Cl:14][C:15]1[C:20]([C:21]([F:24])([F:23])[F:22])=[C:19](Cl)[CH:18]=[CH:17][N:16]=1. No catalyst specified. The product is [Cl:14][C:15]1[C:20]([C:21]([F:22])([F:23])[F:24])=[C:19]([O:9][CH2:8][C:7]([O:6][C:5]2[CH:12]=[CH:13][C:2]([F:1])=[CH:3][CH:4]=2)([CH3:10])[CH3:11])[CH:18]=[CH:17][N:16]=1. The yield is 0.870. (2) The yield is 0.870. The reactants are C(OC([N:8]1[CH2:13][CH2:12][CH:11]([CH2:14][O:15][C:16]2[CH:25]=[C:24]3[C:19]([C:20]([NH:26][C:27]4[CH:32]=[CH:31][C:30]([CH3:33])=[CH:29][C:28]=4[F:34])=[N:21][CH:22]=[N:23]3)=[CH:18][C:17]=2[O:35][CH3:36])[CH2:10][CH2:9]1)=O)(C)(C)C.C(O)(C(F)(F)F)=O. The catalyst is C(Cl)Cl. The product is [F:34][C:28]1[CH:29]=[C:30]([CH3:33])[CH:31]=[CH:32][C:27]=1[NH:26][C:20]1[C:19]2[C:24](=[CH:25][C:16]([O:15][CH2:14][CH:11]3[CH2:10][CH2:9][NH:8][CH2:13][CH2:12]3)=[C:17]([O:35][CH3:36])[CH:18]=2)[N:23]=[CH:22][N:21]=1. (3) The reactants are FC(F)(F)S([C:6]1[C:15]2[C:10](=[CH:11][CH:12]=[CH:13][CH:14]=2)[O:9][CH2:8][CH:7]=1)(=O)=O.[C:18]1([CH3:24])[CH:23]=[CH:22][CH:21]=[CH:20][CH:19]=1.[Cl-].[Li+].[C:27](=O)([O-])[O-:28].[K+].[K+].C([OH:35])C. The catalyst is C1C=CC([P]([Pd]([P](C2C=CC=CC=2)(C2C=CC=CC=2)C2C=CC=CC=2)([P](C2C=CC=CC=2)(C2C=CC=CC=2)C2C=CC=CC=2)[P](C2C=CC=CC=2)(C2C=CC=CC=2)C2C=CC=CC=2)(C2C=CC=CC=2)C2C=CC=CC=2)=CC=1. The product is [O:9]1[C:10]2[C:15](=[CH:14][CH:13]=[CH:12][CH:11]=2)[C:6]([C:21]2[CH:22]=[CH:23][C:18]([C:24]([O:28][CH3:27])=[O:35])=[CH:19][CH:20]=2)=[CH:7][CH2:8]1. The yield is 0.990. (4) The yield is 0.790. The catalyst is C(O)C.O. The product is [CH:1]1([CH2:7][NH:8][C:10]2[CH:15]=[CH:14][C:13]([NH:16][S:17]([C:20]3[CH:25]=[CH:24][CH:23]=[CH:22][CH:21]=3)(=[O:19])=[O:18])=[CH:12][C:11]=2[N+:26]([O-:28])=[O:27])[CH2:6][CH2:5][CH2:4][CH2:3][CH2:2]1. The reactants are [CH:1]1([CH2:7][NH2:8])[CH2:6][CH2:5][CH2:4][CH2:3][CH2:2]1.F[C:10]1[CH:15]=[CH:14][C:13]([NH:16][S:17]([C:20]2[CH:25]=[CH:24][CH:23]=[CH:22][CH:21]=2)(=[O:19])=[O:18])=[CH:12][C:11]=1[N+:26]([O-:28])=[O:27].